Dataset: Forward reaction prediction with 1.9M reactions from USPTO patents (1976-2016). Task: Predict the product of the given reaction. (1) Given the reactants C([Li])CCC.[CH3:6][NH:7][C:8]1[CH:13]=[CH:12][CH:11]=[CH:10][CH:9]=1.[Cl:14][C:15]1[CH:16]=[C:17]([N+:22]([O-:24])=[O:23])[CH:18]=[CH:19][C:20]=1F, predict the reaction product. The product is: [Cl:14][C:15]1[CH:16]=[C:17]([N+:22]([O-:24])=[O:23])[CH:18]=[CH:19][C:20]=1[N:7]([CH3:6])[C:8]1[CH:13]=[CH:12][CH:11]=[CH:10][CH:9]=1. (2) Given the reactants [F:1][C:2]1[C:3]([NH:15][CH:16]2[CH2:21][CH2:20][CH2:19][N:18](C(OC(C)(C)C)=O)[CH2:17]2)=[N:4][C:5]([NH:8][C:9]2[CH:14]=[CH:13][CH:12]=[CH:11][CH:10]=2)=[N:6][CH:7]=1.C(O)(C(F)(F)F)=O, predict the reaction product. The product is: [F:1][C:2]1[C:3]([NH:15][CH:16]2[CH2:21][CH2:20][CH2:19][NH:18][CH2:17]2)=[N:4][C:5]([NH:8][C:9]2[CH:14]=[CH:13][CH:12]=[CH:11][CH:10]=2)=[N:6][CH:7]=1. (3) Given the reactants CO[C:3](=[O:16])[C:4]1[CH:9]=[CH:8][CH:7]=[C:6]([C:10]2[CH:15]=[CH:14][CH:13]=[CH:12][N:11]=2)[CH:5]=1.[C:17]([O:20][C:21]([CH3:24])([CH3:23])[CH3:22])(=[O:19])[CH3:18].[Li], predict the reaction product. The product is: [C:21]([O:20][C:17](=[O:19])[CH2:18][C:3](=[O:16])[C:4]1[CH:9]=[CH:8][CH:7]=[C:6]([C:10]2[CH:15]=[CH:14][CH:13]=[CH:12][N:11]=2)[CH:5]=1)([CH3:24])([CH3:23])[CH3:22].